From a dataset of Catalyst prediction with 721,799 reactions and 888 catalyst types from USPTO. Predict which catalyst facilitates the given reaction. (1) Reactant: BrC1C=C(C=CC=1)[CH:5]=[C:6]1[C:12]2[CH:13]=[CH:14][CH:15]=[CH:16][C:11]=2[CH2:10][CH2:9][C:8]2[CH:17]=[CH:18][CH:19]=[CH:20][C:7]1=2.[CH:24]1[CH:25]=[CH:26][C:27](P([C:24]2[C:29]([C:24]3[C:29](P([C:24]4[CH:29]=[CH:28][CH:27]=[CH:26][CH:25]=4)[C:24]4[CH:29]=[CH:28][CH:27]=[CH:26][CH:25]=4)=[CH:28][CH:27]=[C:26]4[C:25]=3C=CC=C4)=[C:28]3[C:27](C=CC=C3)=[CH:26][CH:25]=2)[C:24]2[CH:29]=[CH:28][CH:27]=[CH:26][CH:25]=2)=[CH:28][CH:29]=1.CC(C)([O-])C.[Na+].C(=[NH:89])(C1C=CC=CC=1)C1C=CC=CC=1. Product: [CH:16]1[C:11]2[CH2:10][CH2:9][C:8]3[CH:7]=[CH:20][CH:19]=[CH:18][C:17]=3[C:6](=[CH:5][C:25]3[CH:26]=[C:27]([NH2:89])[CH:28]=[CH:29][CH:24]=3)[C:12]=2[CH:13]=[CH:14][CH:15]=1. The catalyst class is: 93. (2) Reactant: [NH2:1][C:2]1[C:7]([N+:8]([O-:10])=[O:9])=[C:6]([N:11]2[CH2:16][CH2:15][N:14]([CH2:17][C:18](NC3SC=CN=3)=O)[CH2:13][CH2:12]2)[C:5](Br)=[CH:4][N:3]=1.[Cl:27]C1C(Cl)=CN=C(N)C=1[N+]([O-])=O.CCN(C(C)C)C(C)C.C(N1CCNCC1)C. Product: [Cl:27][C:5]1[C:6]([N:11]2[CH2:16][CH2:15][N:14]([CH2:17][CH3:18])[CH2:13][CH2:12]2)=[C:7]([N+:8]([O-:10])=[O:9])[C:2]([NH2:1])=[N:3][CH:4]=1. The catalyst class is: 41. (3) Reactant: [CH3:1][N:2]1[CH2:15][CH2:14][C:5]2[NH:6][C:7]3[CH:8]=[CH:9][C:10]([CH3:13])=[CH:11][C:12]=3[C:4]=2[CH2:3]1.[CH:16]([C:18]1[CH:19]=[CH:20][C:21]([NH:24][C:25](=[O:27])[CH3:26])=[N:22][CH:23]=1)=[CH2:17].[OH-].[K+]. Product: [CH3:1][N:2]1[CH2:15][CH2:14][C:5]2[N:6]([CH2:17][CH2:16][C:18]3[CH:19]=[CH:20][C:21]([NH:24][C:25](=[O:27])[CH3:26])=[N:22][CH:23]=3)[C:7]3[CH:8]=[CH:9][C:10]([CH3:13])=[CH:11][C:12]=3[C:4]=2[CH2:3]1. The catalyst class is: 37. (4) Reactant: [C:1]1([C:7]2[C:16]3[C:11](=[CH:12][CH:13]=[CH:14][CH:15]=3)[N:10]=[C:9]([NH:17][C:18]3[CH:26]=[CH:25][C:21]([C:22](Cl)=[O:23])=[CH:20][CH:19]=3)[N:8]=2)[CH:6]=[CH:5][CH:4]=[CH:3][CH:2]=1.CCN(C(C)C)C(C)C.[Br:36][C:37]1[CH:38]=[CH:39][C:40]([CH3:44])=[C:41]([CH:43]=1)[NH2:42]. Product: [Br:36][C:37]1[CH:38]=[CH:39][C:40]([CH3:44])=[C:41]([NH:42][C:22](=[O:23])[C:21]2[CH:20]=[CH:19][C:18]([NH:17][C:9]3[N:8]=[C:7]([C:1]4[CH:2]=[CH:3][CH:4]=[CH:5][CH:6]=4)[C:16]4[C:11](=[CH:12][CH:13]=[CH:14][CH:15]=4)[N:10]=3)=[CH:26][CH:25]=2)[CH:43]=1. The catalyst class is: 7. (5) Reactant: [CH2:1]([N:6]1[C:14]2[N:13]=[CH:12][NH:11][C:10]=2[C:9](=[O:15])[NH:8]/[C:7]/1=[N:16]\[NH2:17])[CH2:2][CH2:3][CH2:4][CH3:5].[Br:18][C:19]1[CH:20]=[C:21]([CH2:25][C:26](O)=[O:27])[CH:22]=[CH:23][CH:24]=1.F[P-](F)(F)(F)(F)F.N1(O[P+](N(C)C)(N(C)C)N(C)C)C2C=CC=CC=2N=N1.C(N(CC)CC)C. Product: [Br:18][C:19]1[CH:20]=[C:21]([CH2:25][C:26]([NH:17]/[N:16]=[C:7]2\[NH:8][C:9](=[O:15])[C:10]3[NH:11][CH:12]=[N:13][C:14]=3[N:6]\2[CH2:1][CH2:2][CH2:3][CH2:4][CH3:5])=[O:27])[CH:22]=[CH:23][CH:24]=1. The catalyst class is: 31. (6) Reactant: [H-].[Na+].[C:3]1([CH:10]=[CH:9][C:7]([OH:8])=[CH:6][CH:5]=1)[OH:4].[CH3:11][O:12][CH2:13]Cl.Cl. Product: [CH3:11][O:12][CH2:13][O:4][C:3]1[CH:10]=[CH:9][C:7]([OH:8])=[CH:6][CH:5]=1. The catalyst class is: 1. (7) Reactant: [CH3:1][C:2](C)([O-:4])[CH3:3].[K+].[C:7](O)([CH3:10])([CH3:9])[CH3:8].[CH2:12]([O:14][C:15](=[O:21])[CH2:16][C:17](=[O:20])[CH2:18][CH3:19])[CH3:13].O1CCC[CH2:23]1. Product: [CH2:12]([O:14][C:15](=[O:21])[CH:16]([CH2:8][C:7]1[CH:10]=[CH:3][C:2]([O:4][CH3:23])=[CH:1][CH:9]=1)[C:17](=[O:20])[CH2:18][CH3:19])[CH3:13]. The catalyst class is: 775. (8) Reactant: Br[C:2]1[S:6][C:5]([C:7]2[CH:12]=[CH:11][C:10]([Cl:13])=[CH:9][CH:8]=2)=[N:4][C:3]=1[CH:14]=[O:15].[CH3:16][O-:17].[Na+].O. Product: [Cl:13][C:10]1[CH:11]=[CH:12][C:7]([C:5]2[S:6][C:2]([O:17][CH3:16])=[C:3]([CH:14]=[O:15])[N:4]=2)=[CH:8][CH:9]=1. The catalyst class is: 5. (9) Reactant: [C:1]([C:4]1[C:9]2[S:10][C:11]([C:14]([NH:16][C:17]3[CH:26]=[CH:25][C:24]4[C:19](=[CH:20][CH:21]=[CH:22][C:23]=4[C:27]([N:29]4[CH2:32][CH:31]([O:33][CH3:34])[CH2:30]4)=[O:28])[N:18]=3)=[O:15])=[C:12]([CH3:13])[C:8]=2[C:7]([CH2:35][O:36][CH3:37])=[CH:6][CH:5]=1)(=[O:3])[CH3:2].O.[C:39]1([S:45]([OH:48])(=[O:47])=[O:46])[CH:44]=[CH:43][CH:42]=[CH:41][CH:40]=1. Product: [C:39]1([S:45]([OH:48])(=[O:47])=[O:46])[CH:44]=[CH:43][CH:42]=[CH:41][CH:40]=1.[C:1]([C:4]1[C:9]2[S:10][C:11]([C:14]([NH:16][C:17]3[CH:26]=[CH:25][C:24]4[C:19](=[CH:20][CH:21]=[CH:22][C:23]=4[C:27]([N:29]4[CH2:32][CH:31]([O:33][CH3:34])[CH2:30]4)=[O:28])[N:18]=3)=[O:15])=[C:12]([CH3:13])[C:8]=2[C:7]([CH2:35][O:36][CH3:37])=[CH:6][CH:5]=1)(=[O:3])[CH3:2]. The catalyst class is: 5.